From a dataset of Retrosynthesis with 50K atom-mapped reactions and 10 reaction types from USPTO. Predict the reactants needed to synthesize the given product. (1) Given the product CC(=O)Nc1c(C(=O)c2cc(CO)ccn2)[nH]c2cc(Cl)ccc12, predict the reactants needed to synthesize it. The reactants are: CC(=O)Nc1c(C(=O)c2cc(CO[Si](C)(C)C(C)(C)C)ccn2)[nH]c2cc(Cl)ccc12. (2) Given the product CC(C)(C)c1ccc2c(N3CCCC3)nc(Nc3cccc(Cl)c3)nc2c1, predict the reactants needed to synthesize it. The reactants are: CC(C)(C)c1ccc2c(N3CCCC3)nc(Cl)nc2c1.Nc1cccc(Cl)c1. (3) Given the product CN(C)C1=NC(c2ccc(Cl)cc2)c2ccc(O)cc2C1, predict the reactants needed to synthesize it. The reactants are: COc1ccc2c(c1)CC(N(C)C)=NC2c1ccc(Cl)cc1. (4) The reactants are: COc1cc(N)c(Cl)cc1Cl.COc1cc2cc3c(Cl)c(C#N)cnc3nc2cc1OC. Given the product COc1cc(Nc2c(C#N)cnc3nc4cc(OC)c(OC)cc4cc23)c(Cl)cc1Cl, predict the reactants needed to synthesize it. (5) Given the product COC(=O)CCCCCNC(=O)C=C1c2ccccc2Oc2ccccc21, predict the reactants needed to synthesize it. The reactants are: COC(=O)CCCCCN.O=C(O)C=C1c2ccccc2Oc2ccccc21. (6) Given the product CCSc1ccc(Oc2ccc(Br)cc2Cl)cc1C(=O)OC1CCOC1, predict the reactants needed to synthesize it. The reactants are: CCSc1ccc(Oc2ccc(Br)cc2Cl)cc1C(=O)Cl.OC1CCOC1.